Dataset: NCI-60 drug combinations with 297,098 pairs across 59 cell lines. Task: Regression. Given two drug SMILES strings and cell line genomic features, predict the synergy score measuring deviation from expected non-interaction effect. (1) Drug 1: C(CC(=O)O)C(=O)CN.Cl. Drug 2: CC(C)CN1C=NC2=C1C3=CC=CC=C3N=C2N. Cell line: M14. Synergy scores: CSS=4.76, Synergy_ZIP=-3.06, Synergy_Bliss=-3.50, Synergy_Loewe=-4.61, Synergy_HSA=-4.88. (2) Drug 1: C1CCN(CC1)CCOC2=CC=C(C=C2)C(=O)C3=C(SC4=C3C=CC(=C4)O)C5=CC=C(C=C5)O. Drug 2: C1CN(P(=O)(OC1)NCCCl)CCCl. Cell line: HCT-15. Synergy scores: CSS=-1.45, Synergy_ZIP=0.674, Synergy_Bliss=-0.549, Synergy_Loewe=-7.58, Synergy_HSA=-5.32. (3) Drug 1: CN1C(=O)N2C=NC(=C2N=N1)C(=O)N. Drug 2: C1=CN(C=N1)CC(O)(P(=O)(O)O)P(=O)(O)O. Cell line: NCI-H226. Synergy scores: CSS=0.927, Synergy_ZIP=-0.487, Synergy_Bliss=-0.780, Synergy_Loewe=-0.182, Synergy_HSA=-0.964.